This data is from Catalyst prediction with 721,799 reactions and 888 catalyst types from USPTO. The task is: Predict which catalyst facilitates the given reaction. Reactant: C([O:3][C:4]([C:6]1([NH:15][C:16](=[O:31])[C:17]2[CH:22]=[CH:21][CH:20]=[C:19]([C:23]([F:26])([F:25])[F:24])[C:18]=2[CH:27]=[C:28]([CH3:30])[CH3:29])[CH2:14][C:13]2[C:8](=[CH:9][CH:10]=[CH:11][CH:12]=2)[CH2:7]1)=[O:5])C.[OH-].[K+]. Product: [CH3:29][C:28]([CH3:30])=[CH:27][C:18]1[C:19]([C:23]([F:24])([F:25])[F:26])=[CH:20][CH:21]=[CH:22][C:17]=1[C:16]([NH:15][C:6]1([C:4]([OH:5])=[O:3])[CH2:14][C:13]2[C:8](=[CH:9][CH:10]=[CH:11][CH:12]=2)[CH2:7]1)=[O:31]. The catalyst class is: 14.